Dataset: Forward reaction prediction with 1.9M reactions from USPTO patents (1976-2016). Task: Predict the product of the given reaction. Given the reactants Br[C:2]1[N:10]([CH2:11][C:12]2[CH:17]=[CH:16][C:15]([C:18]([F:21])([F:20])[F:19])=[CH:14][CH:13]=2)[C:9]2[C:4](=[N:5][C:6]([C:29]#[N:30])=[N:7][C:8]=2[NH:22][C@@H:23]([CH:25]2[CH2:28][CH2:27][CH2:26]2)[CH3:24])[N:3]=1.[F-].[Cs+].[CH3:33][N:34]1[CH:38]=[CH:37][N:36]=[C:35]1[Sn](CCCC)(CCCC)CCCC, predict the reaction product. The product is: [CH:25]1([C@H:23]([NH:22][C:8]2[N:7]=[C:6]([C:29]#[N:30])[N:5]=[C:4]3[C:9]=2[N:10]([CH2:11][C:12]2[CH:13]=[CH:14][C:15]([C:18]([F:20])([F:19])[F:21])=[CH:16][CH:17]=2)[C:2]([C:35]2[N:34]([CH3:33])[CH:38]=[CH:37][N:36]=2)=[N:3]3)[CH3:24])[CH2:26][CH2:27][CH2:28]1.